Dataset: Forward reaction prediction with 1.9M reactions from USPTO patents (1976-2016). Task: Predict the product of the given reaction. The product is: [CH3:1][C:2]1[N:7]=[C:6]([O:8][CH3:9])[N:5]=[C:4]([NH:10][C:12]([NH:14][S:15]([C:18]2[CH:19]=[CH:20][S:38][C:23]=2[C:24]([OH:26])=[O:25])(=[O:17])=[O:16])=[O:13])[N:3]=1. Given the reactants [CH3:1][C:2]1[N:7]=[C:6]([O:8][CH3:9])[N:5]=[C:4]([N:10]([C:12]([NH:14][S:15]([C:18]2[C:23]([C:24]([OH:26])=[O:25])=CC=[CH:20][CH:19]=2)(=[O:17])=[O:16])=[O:13])C)[N:3]=1.CN(C(C1C=CC=NC=1[S:38](NC(NC1N=C(OC)C=C(OC)N=1)=O)(=O)=O)=O)C.CCS(C1C=CC=NC=1S(NC(NC1N=C(OC)C=C(OC)N=1)=O)(=O)=O)(=O)=O.C1C=CC(S(NC(NC2N=C(OC(F)F)C=C(OC(F)F)N=2)=O)(=O)=O)=C(C(O)=O)C=1.CC1C=CN2N=C(S(NC3C(F)=CC=CC=3F)(=O)=O)N=C2N=1.CCOC1N2C(=NC(S(NC3C(Cl)=CC=CC=3C(O)=O)(=O)=O)=N2)C=C(F)N=1, predict the reaction product.